Dataset: Reaction yield outcomes from USPTO patents with 853,638 reactions. Task: Predict the reaction yield, written as a fraction of the theoretical maximum amount of product (1.0 means a 100% yield; for example, 0.34 means a 34% yield). (1) The reactants are [F:1][C:2]1[CH:7]=[CH:6][C:5]([CH2:8][CH2:9]O)=[CH:4][CH:3]=1.P(Br)(Br)[Br:12]. The catalyst is C1(C)C=CC=CC=1. The product is [F:1][C:2]1[CH:7]=[CH:6][C:5]([CH2:8][CH2:9][Br:12])=[CH:4][CH:3]=1. The yield is 0.310. (2) The reactants are [CH2:1]([O:8][C:9](=[O:27])[NH:10][CH:11]([CH3:26])[CH2:12][CH2:13][CH2:14][C:15]1[CH:20]=[C:19]([C:21]([F:24])([F:23])[F:22])[CH:18]=[C:17](Cl)[N:16]=1)[C:2]1[CH:7]=[CH:6][CH:5]=[CH:4][CH:3]=1.CN(C=O)C.[CH3:33][CH2:34]N(CC)CC.C([O-])([O-])=O.[K+].[K+]. The catalyst is CCOC(C)=O.CO.[Cu]I.C1C=CC([P]([Pd]([P](C2C=CC=CC=2)(C2C=CC=CC=2)C2C=CC=CC=2)([P](C2C=CC=CC=2)(C2C=CC=CC=2)C2C=CC=CC=2)[P](C2C=CC=CC=2)(C2C=CC=CC=2)C2C=CC=CC=2)(C2C=CC=CC=2)C2C=CC=CC=2)=CC=1. The product is [CH2:1]([O:8][C:9](=[O:27])[NH:10][CH:11]([CH3:26])[CH2:12][CH2:13][CH2:14][C:15]1[CH:20]=[C:19]([C:21]([F:24])([F:23])[F:22])[CH:18]=[C:17]([C:33]#[CH:34])[N:16]=1)[C:2]1[CH:7]=[CH:6][CH:5]=[CH:4][CH:3]=1. The yield is 1.00. (3) The reactants are [Cl:1][C:2]1[CH:8]=[C:7](I)[C:5]([NH2:6])=[C:4]([F:10])[CH:3]=1.[F:11][C:12]1[CH:13]=[C:14]([CH:36]=[CH:37][CH:38]=1)[CH2:15][C:16]1[CH:35]=[CH:34][C:19]([C:20]([NH:22][CH2:23][CH2:24][C:25]#[C:26][Si:27]([CH2:32][CH3:33])([CH2:30][CH3:31])[CH2:28][CH3:29])=[O:21])=[CH:18][CH:17]=1.[Cl-].[Li+].C(=O)([O-])[O-].[Na+].[Na+]. The catalyst is CN(C=O)C.C1(P([C-]2C=CC=C2)C2C=CC=CC=2)C=CC=CC=1.[C-]1(P(C2C=CC=CC=2)C2C=CC=CC=2)C=CC=C1.[Fe+2].[Pd](Cl)Cl. The product is [Cl:1][C:2]1[CH:8]=[C:7]2[C:5](=[C:4]([F:10])[CH:3]=1)[NH:6][C:26]([Si:27]([CH2:32][CH3:33])([CH2:30][CH3:31])[CH2:28][CH3:29])=[C:25]2[CH2:24][CH2:23][NH:22][C:20](=[O:21])[C:19]1[CH:18]=[CH:17][C:16]([CH2:15][C:14]2[CH:36]=[CH:37][CH:38]=[C:12]([F:11])[CH:13]=2)=[CH:35][CH:34]=1. The yield is 0.510. (4) The reactants are [OH:1][C:2]1[CH:7]=[CH:6][CH:5]=[C:4]([OH:8])[C:3]=1[C:9](=[O:11])[CH3:10].C(=O)([O-])[O-].[K+].[K+].Br[CH2:19][CH2:20][CH2:21][Cl:22].O. The catalyst is CN(C)C=O. The product is [Cl:22][CH2:21][CH2:20][CH2:19][O:1][C:2]1[C:3]([C:9](=[O:11])[CH3:10])=[C:4]([OH:8])[CH:5]=[CH:6][CH:7]=1. The yield is 0.460. (5) The reactants are [OH:1][CH2:2][C@H:3]1[NH:7][C:6](=[O:8])[CH2:5][CH2:4]1.N1C=CN=C1.[Si:14](Cl)([C:17]([CH3:20])([CH3:19])[CH3:18])([CH3:16])[CH3:15]. The catalyst is C(Cl)Cl. The product is [Si:14]([O:1][CH2:2][C@H:3]1[NH:7][C:6](=[O:8])[CH2:5][CH2:4]1)([C:17]([CH3:20])([CH3:19])[CH3:18])([CH3:16])[CH3:15]. The yield is 0.837. (6) The reactants are C(OC(=O)[NH:7][C@H:8]([CH2:13][S:14][C:15]1[NH:19][CH:18]=[N:17][N:16]=1)[CH2:9][CH:10]([CH3:12])[CH3:11])(C)(C)C.[ClH:21]. The catalyst is O1CCOCC1. The product is [ClH:21].[CH3:11][CH:10]([CH3:12])[CH2:9][C@H:8]([NH2:7])[CH2:13][S:14][C:15]1[NH:19][CH:18]=[N:17][N:16]=1. The yield is 1.00. (7) The reactants are [CH2:1]([O:3][C:4](=[O:18])[C:5]1[C:10]([N+:11]([O-:13])=[O:12])=[CH:9][CH:8]=[C:7]([CH3:14])[C:6]=1[N+:15]([O-:17])=[O:16])[CH3:2].CO[CH:21]([N:24]([CH3:26])[CH3:25])OC. The catalyst is CN(C=O)C. The product is [CH2:1]([O:3][C:4](=[O:18])[C:5]1[C:10]([N+:11]([O-:13])=[O:12])=[CH:9][CH:8]=[C:7]([CH:14]=[CH:21][N:24]([CH3:26])[CH3:25])[C:6]=1[N+:15]([O-:17])=[O:16])[CH3:2]. The yield is 0.580. (8) The reactants are [C:1]([O:5][C:6]([N:8]1[C@H:17]([C:18](O)=[O:19])[CH2:16][C:15]2[C:10](=[CH:11][CH:12]=[CH:13][CH:14]=2)[CH2:9]1)=[O:7])([CH3:4])([CH3:3])[CH3:2].O.[Cl-].COC1N=C(OC)N=C([N+]2(C)CCOCC2)N=1.[F:40][C:41]1[CH:46]=[CH:45][C:44]([C@H:47]([NH:49][CH2:50][C:51]2[CH:60]=[CH:59][C:54]([C:55]([O:57][CH3:58])=[O:56])=[CH:53][CH:52]=2)[CH3:48])=[CH:43][CH:42]=1.CN1CCOCC1. The catalyst is C(Cl)Cl.[Cl-].[Na+].O. The product is [F:40][C:41]1[CH:42]=[CH:43][C:44]([C@H:47]([N:49]([CH2:50][C:51]2[CH:52]=[CH:53][C:54]([C:55]([O:57][CH3:58])=[O:56])=[CH:59][CH:60]=2)[C:18]([C@@H:17]2[CH2:16][C:15]3[C:10](=[CH:11][CH:12]=[CH:13][CH:14]=3)[CH2:9][N:8]2[C:6]([O:5][C:1]([CH3:4])([CH3:3])[CH3:2])=[O:7])=[O:19])[CH3:48])=[CH:45][CH:46]=1. The yield is 0.260.